From a dataset of Full USPTO retrosynthesis dataset with 1.9M reactions from patents (1976-2016). Predict the reactants needed to synthesize the given product. (1) Given the product [F:20][C:21]1[CH:26]=[C:25]([F:27])[CH:24]=[CH:23][C:22]=1/[CH:28]=[CH:29]/[C:8]1[C:7]([C:14]#[N:15])=[C:6]([OH:16])[C:5]([OH:4])=[CH:10][C:9]=1[C:11]#[N:12], predict the reactants needed to synthesize it. The reactants are: C([O:4][C:5]1[CH:10]=[C:9]([C:11]#[N:12])[C:8](Br)=[C:7]([C:14]#[N:15])[C:6]=1[O:16]C(=O)C)(=O)C.[F:20][C:21]1[CH:26]=[C:25]([F:27])[CH:24]=[CH:23][C:22]=1/[CH:28]=[CH:29]/B1OC(C)(C)C(C)(C)O1. (2) The reactants are: FC1C=CC(CC2C3C(=CC=CC=3[N+]([O-])=O)C(=O)NN=2)=CC=1C(N1CCC(OC)CC1)=O.[F:33][C:34]1[CH:54]=[CH:53][C:37]([CH2:38][C:39]2[C:48]3[C:43](=[C:44]([N+:49]([O-])=O)[CH:45]=[CH:46][CH:47]=3)[C:42](=[O:52])[NH:41][N:40]=2)=[CH:36][C:35]=1[C:55]([N:57]1[CH2:62][CH2:61][CH:60]([O:63][CH3:64])[CH2:59][CH2:58]1)=[O:56]. Given the product [NH2:49][C:44]1[CH:45]=[CH:46][CH:47]=[C:48]2[C:43]=1[C:42](=[O:52])[NH:41][N:40]=[C:39]2[CH2:38][C:37]1[CH:53]=[CH:54][C:34]([F:33])=[C:35]([C:55]([N:57]2[CH2:58][CH2:59][CH:60]([O:63][CH3:64])[CH2:61][CH2:62]2)=[O:56])[CH:36]=1, predict the reactants needed to synthesize it. (3) Given the product [Cl:1][C:2]1[CH:7]=[CH:6][C:5]([CH2:8][NH:9][C:10]([CH:12]2[CH2:14][CH2:13]2)=[O:11])=[CH:4][C:3]=1[N:15]1[C:32](=[O:33])[NH:31][C:29]([C:28]2[CH:34]=[CH:35][C:25]([Cl:24])=[CH:26][C:27]=2[F:36])=[N:16]1, predict the reactants needed to synthesize it. The reactants are: [Cl:1][C:2]1[CH:7]=[CH:6][C:5]([CH2:8][NH:9][C:10]([CH:12]2[CH2:14][CH2:13]2)=[O:11])=[CH:4][C:3]=1[NH:15][NH:16]C(OC(C)(C)C)=O.[Cl:24][C:25]1[CH:35]=[CH:34][C:28]([C:29]([N:31]=[C:32]=[O:33])=O)=[C:27]([F:36])[CH:26]=1.C(O)(C(F)(F)F)=O. (4) Given the product [CH2:1]([O:8][C:9](=[O:23])[C@@H:10]([NH:15][C:16]([O:18][C:19]([CH3:22])([CH3:21])[CH3:20])=[O:17])[CH2:11][C:12]([NH:24][C@@H:25]([CH2:30][OH:31])[CH2:26][CH:27]([CH3:29])[CH3:28])=[O:14])[C:2]1[CH:3]=[CH:4][CH:5]=[CH:6][CH:7]=1, predict the reactants needed to synthesize it. The reactants are: [CH2:1]([O:8][C:9](=[O:23])[C@@H:10]([NH:15][C:16]([O:18][C:19]([CH3:22])([CH3:21])[CH3:20])=[O:17])[CH2:11][C:12]([OH:14])=O)[C:2]1[CH:7]=[CH:6][CH:5]=[CH:4][CH:3]=1.[NH2:24][C@@H:25]([CH2:30][OH:31])[CH2:26][CH:27]([CH3:29])[CH3:28].Cl.CN(C)CCCN=C=NCC.O.ON1C2C=CC=CC=2N=N1.CN1CCOCC1. (5) Given the product [C:1]([C:5]1[C:6](=[O:14])[C:7]([CH3:13])=[C:8]([CH3:12])[C:9](=[O:11])[C:10]=1[CH2:15][CH2:16][CH2:17][CH2:18][CH2:19][CH3:20])([CH3:4])([CH3:2])[CH3:3], predict the reactants needed to synthesize it. The reactants are: [C:1]([C:5]1[C:6](=[O:14])[C:7]([CH3:13])=[C:8]([CH3:12])[C:9](=[O:11])[CH:10]=1)([CH3:4])([CH3:3])[CH3:2].[C:15](O)(=O)[CH2:16][CH2:17][CH2:18][CH2:19][CH2:20]C.C(#N)C. (6) Given the product [C:28]([C:27]1[O:24][C:23]([C:22]2[CH:21]=[N:20][N:17]3[CH:18]=[CH:19][C:14]([N:10]4[CH2:11][CH2:12][CH2:13][CH:9]4[C:3]4[CH:4]=[C:5]([F:8])[CH:6]=[CH:7][C:2]=4[F:1])=[N:15][C:16]=23)=[N:25][N:26]=1)([CH3:30])([CH3:31])[CH3:29], predict the reactants needed to synthesize it. The reactants are: [F:1][C:2]1[CH:7]=[CH:6][C:5]([F:8])=[CH:4][C:3]=1[CH:9]1[CH2:13][CH2:12][CH2:11][N:10]1[C:14]1[CH:19]=[CH:18][N:17]2[N:20]=[CH:21][C:22]([C:23]([NH:25][NH:26][C:27](=O)[C:28]([CH3:31])([CH3:30])[CH3:29])=[O:24])=[C:16]2[N:15]=1.N1C=CC=CC=1.S(OS(C(F)(F)F)(=O)=O)(C(F)(F)F)(=O)=O. (7) Given the product [CH3:1][C:2]1([CH3:18])[C:6]([CH3:8])([CH3:7])[O:5][B:4]([C:20]2[C:29]3[C:24](=[CH:25][CH:26]=[CH:27][CH:28]=3)[N:23]=[CH:22][CH:21]=2)[O:3]1, predict the reactants needed to synthesize it. The reactants are: [CH3:1][C:2]1([CH3:18])[C:6]([CH3:8])([CH3:7])[O:5][B:4](C2C=CC3N=CSC=3C=2)[O:3]1.Br[C:20]1[C:29]2[C:24](=[CH:25][CH:26]=[CH:27][CH:28]=2)[N:23]=[CH:22][CH:21]=1.